This data is from Forward reaction prediction with 1.9M reactions from USPTO patents (1976-2016). The task is: Predict the product of the given reaction. (1) Given the reactants [S:1]1[CH:5]=[CH:4][CH:3]=[C:2]1[C:6]1[CH:7]=[C:8]([C:16]2[N:17]=[C:18]([CH2:21][CH2:22][C:23]([O:25]C)=[O:24])[O:19][CH:20]=2)[CH:9]=[C:10]([C:12]([F:15])([F:14])[F:13])[CH:11]=1.ClC1C=C(C2N=C(CCC(O)=O)OC=2)C=C(C(F)(F)F)C=1, predict the reaction product. The product is: [S:1]1[CH:5]=[CH:4][CH:3]=[C:2]1[C:6]1[CH:7]=[C:8]([C:16]2[N:17]=[C:18]([CH2:21][CH2:22][C:23]([OH:25])=[O:24])[O:19][CH:20]=2)[CH:9]=[C:10]([C:12]([F:13])([F:14])[F:15])[CH:11]=1. (2) Given the reactants CC(C)(C)C(Cl)=O.CO[CH2:10][C:11]([CH2:20]OC)([CH3:19])[C:12]([NH:14][CH2:15][CH2:16][CH:17]=[O:18])=[O:13], predict the reaction product. The product is: [CH3:10][C:11]([CH3:20])([CH3:19])[C:12]([NH:14][CH2:15][CH2:16][CH:17]=[O:18])=[O:13]. (3) The product is: [CH3:1][N:2]1[C:10]2[C:5](=[CH:6][CH:7]=[CH:8][CH:9]=2)[C:4]([CH2:11][CH:12]([CH3:14])[CH3:13])=[C:3]1[C:15]([NH:17][C@H:18]([C:23]([NH:25][CH:26]([C:35](=[O:38])[CH2:36][O:51][C:43]1[C:44]([F:50])=[C:45]([F:49])[CH:46]=[C:47]([F:48])[C:42]=1[F:41])[CH2:27][C:28]([O:30][C:31]([CH3:34])([CH3:33])[CH3:32])=[O:29])=[O:24])[CH2:19][CH:20]([CH3:22])[CH3:21])=[O:16]. Given the reactants [CH3:1][N:2]1[C:10]2[C:5](=[CH:6][CH:7]=[CH:8][CH:9]=2)[C:4]([CH2:11][CH:12]([CH3:14])[CH3:13])=[C:3]1[C:15]([NH:17][C@H:18]([C:23]([NH:25][CH:26]([C:35](=[O:38])[CH2:36]Br)[CH2:27][C:28]([O:30][C:31]([CH3:34])([CH3:33])[CH3:32])=[O:29])=[O:24])[CH2:19][CH:20]([CH3:22])[CH3:21])=[O:16].[F-].[K+].[F:41][C:42]1[C:47]([F:48])=[CH:46][C:45]([F:49])=[C:44]([F:50])[C:43]=1[OH:51].CCCCCC.CCOC(C)=O, predict the reaction product. (4) Given the reactants [NH2:1][C:2]1[C:9]([N+:10]([O-:12])=[O:11])=[CH:8][CH:7]=[C:6](F)[C:3]=1[C:4]#[N:5].[F:14][C:15]([F:23])([F:22])[CH:16]1[CH2:21][CH2:20][CH2:19][NH:18][CH2:17]1, predict the reaction product. The product is: [NH2:1][C:2]1[C:9]([N+:10]([O-:12])=[O:11])=[CH:8][CH:7]=[C:6]([N:18]2[CH2:19][CH2:20][CH2:21][CH:16]([C:15]([F:23])([F:22])[F:14])[CH2:17]2)[C:3]=1[C:4]#[N:5]. (5) Given the reactants [CH2:1]([NH:4][NH2:5])[CH:2]=[CH2:3].C(N(CC)CC)C.Br[CH2:14][C:15]([O:17][CH2:18][CH3:19])=[O:16], predict the reaction product. The product is: [CH2:1]([N:4]([CH2:14][C:15]([O:17][CH2:18][CH3:19])=[O:16])[NH2:5])[CH:2]=[CH2:3]. (6) Given the reactants Cl.[F:2][C:3]1[CH:11]=[C:10]2[C:6]([C:7]([C:12]3[CH:13]=[N:14][N:15]([CH:17]4[CH2:22][CH2:21][NH:20][CH2:19][CH2:18]4)[CH:16]=3)=[CH:8][NH:9]2)=[CH:5][CH:4]=1.CCN(CC)CC.Cl[C:31]([O:33][CH3:34])=[O:32], predict the reaction product. The product is: [F:2][C:3]1[CH:11]=[C:10]2[C:6]([C:7]([C:12]3[CH:13]=[N:14][N:15]([CH:17]4[CH2:22][CH2:21][N:20]([C:31]([O:33][CH3:34])=[O:32])[CH2:19][CH2:18]4)[CH:16]=3)=[CH:8][NH:9]2)=[CH:5][CH:4]=1. (7) Given the reactants [OH-].[NH4+:2].[Cl:3][C:4]1[CH:5]=[C:6]2[N:24]([CH2:25][O:26][CH2:27][CH2:28][Si:29]([CH3:32])([CH3:31])[CH3:30])[C:23]([O:33][C@H:34]3[C@H:38]4[O:39][CH2:40][CH:41]([CH2:42][C:43]([O:45]CC)=O)[C@H:37]4[O:36][CH2:35]3)=[N:22][C:7]2=[N:8][C:9]=1[C:10]1[CH:15]=[CH:14][C:13]([C:16]2[CH:21]=[CH:20][CH:19]=[CH:18][CH:17]=2)=[CH:12][CH:11]=1, predict the reaction product. The product is: [Cl:3][C:4]1[CH:5]=[C:6]2[N:24]([CH2:25][O:26][CH2:27][CH2:28][Si:29]([CH3:31])([CH3:30])[CH3:32])[C:23]([O:33][C@H:34]3[C@H:38]4[O:39][CH2:40][CH:41]([CH2:42][C:43]([NH2:2])=[O:45])[C@H:37]4[O:36][CH2:35]3)=[N:22][C:7]2=[N:8][C:9]=1[C:10]1[CH:15]=[CH:14][C:13]([C:16]2[CH:21]=[CH:20][CH:19]=[CH:18][CH:17]=2)=[CH:12][CH:11]=1.